From a dataset of Catalyst prediction with 721,799 reactions and 888 catalyst types from USPTO. Predict which catalyst facilitates the given reaction. Reactant: Cl[C:2]1[C:11]2[C:6](=[CH:7][C:8]([C:12]([O:14][CH3:15])=[O:13])=[CH:9][CH:10]=2)[N:5]=[CH:4][N:3]=1.[NH:16]1[CH2:21][CH2:20][S:19][CH2:18][CH2:17]1. Product: [S:19]1[CH2:20][CH2:21][N:16]([C:2]2[C:11]3[C:6](=[CH:7][C:8]([C:12]([O:14][CH3:15])=[O:13])=[CH:9][CH:10]=3)[N:5]=[CH:4][N:3]=2)[CH2:17][CH2:18]1. The catalyst class is: 5.